Dataset: Reaction yield outcomes from USPTO patents with 853,638 reactions. Task: Predict the reaction yield, written as a fraction of the theoretical maximum amount of product (1.0 means a 100% yield; for example, 0.34 means a 34% yield). (1) The reactants are [CH:1]1([S:4]([C:7]2[CH:12]=[CH:11][C:10]([CH:13]([C:21]3[NH:25][C:24]([C:26]4[N:31]=[CH:30][C:29]([C:32]([OH:34])=O)=[CH:28][CH:27]=4)=[CH:23][CH:22]=3)[CH2:14][CH:15]3[CH2:20][CH2:19][O:18][CH2:17][CH2:16]3)=[CH:9][CH:8]=2)(=[O:6])=[O:5])[CH2:3][CH2:2]1.[CH:35]1([NH2:38])[CH2:37][CH2:36]1.Cl.CN(C)CCCN=C=NCC.ON1C2C=CC=CC=2N=N1. The catalyst is CN(C)C=O.O.C(N(CC)CC)C. The product is [CH:35]1([NH:38][C:32]([C:29]2[CH:30]=[N:31][C:26]([C:24]3[NH:25][C:21]([CH:13]([C:10]4[CH:11]=[CH:12][C:7]([S:4]([CH:1]5[CH2:3][CH2:2]5)(=[O:5])=[O:6])=[CH:8][CH:9]=4)[CH2:14][CH:15]4[CH2:16][CH2:17][O:18][CH2:19][CH2:20]4)=[CH:22][CH:23]=3)=[CH:27][CH:28]=2)=[O:34])[CH2:37][CH2:36]1. The yield is 0.580. (2) The reactants are Cl[C:2]1[C:11]2[C:6](=[CH:7][C:8]([O:14][CH3:15])=[C:9]([O:12][CH3:13])[CH:10]=2)[N:5]=[CH:4][N:3]=1.[C:16]([O:24][C:25]1[CH:30]=[CH:29][C:28]([OH:31])=[CH:27][CH:26]=1)(=[O:23])[C:17]1[CH:22]=[CH:21][CH:20]=[CH:19][CH:18]=1.C(=O)([O-])O.[Na+]. The yield is 0.780. The product is [C:16]([O:24][C:25]1[CH:26]=[CH:27][C:28]([O:31][C:2]2[C:11]3[C:6](=[CH:7][C:8]([O:14][CH3:15])=[C:9]([O:12][CH3:13])[CH:10]=3)[N:5]=[CH:4][N:3]=2)=[CH:29][CH:30]=1)(=[O:23])[C:17]1[CH:18]=[CH:19][CH:20]=[CH:21][CH:22]=1. The catalyst is ClC1C=CC=CC=1. (3) The reactants are [CH3:1][O:2][C:3]1[CH:8]=[CH:7][CH:6]=[CH:5][C:4]=1[CH:9]1[CH2:20][C:19]2[N:18]([CH3:21])[CH:17]=[CH:16][C:15]=2[CH:14]2[CH:10]1[C:11](=[O:23])[NH:12][C:13]2=[O:22].C(C1C(=O)C(Cl)=C(Cl)C(=O)C=1C#N)#N. The catalyst is O1CCOCC1.C(OCC)(=O)C. The product is [CH3:1][O:2][C:3]1[CH:8]=[CH:7][CH:6]=[CH:5][C:4]=1[C:9]1[CH:20]=[C:19]2[C:15]([CH:16]=[CH:17][N:18]2[CH3:21])=[C:14]2[C:10]=1[C:11](=[O:23])[NH:12][C:13]2=[O:22]. The yield is 0.520. (4) The reactants are [CH3:1][O:2][C:3]1[CH:4]=[C:5]2[C:10](=[CH:11][C:12]=1[O:13][CH3:14])[N:9]=[CH:8][N:7]=[C:6]2[O:15][C:16]1[CH:17]=[C:18]([CH:20]=[CH:21][CH:22]=1)[NH2:19].[CH3:23][C:24]1([C:27]2[O:31][N:30]=[C:29]([NH:32][C:33](=O)[O:34]C3C=CC=CC=3)[CH:28]=2)[CH2:26][CH2:25]1.COC1C=C2C(=CC=1OC)N=CN=C2OC1C=C(NC(NC2ON=C(C(C)C)C=2)=O)C=CC=1. No catalyst specified. The product is [CH3:1][O:2][C:3]1[CH:4]=[C:5]2[C:10](=[CH:11][C:12]=1[O:13][CH3:14])[N:9]=[CH:8][N:7]=[C:6]2[O:15][C:16]1[CH:17]=[C:18]([NH:19][C:33]([NH:32][C:29]2[CH:28]=[C:27]([C:24]3([CH3:23])[CH2:25][CH2:26]3)[O:31][N:30]=2)=[O:34])[CH:20]=[CH:21][CH:22]=1. The yield is 0.580. (5) The reactants are [NH:1]1[CH2:6][CH2:5][CH:4]([CH2:7][O:8][C:9]2[CH:18]=[CH:17][CH:16]=[C:15]3[C:10]=2[C:11]([NH2:20])=[N:12][C:13]([NH2:19])=[N:14]3)[CH2:3][CH2:2]1.[F:21][C:22]1[CH:23]=[C:24]([S:29](Cl)(=[O:31])=[O:30])[CH:25]=[CH:26][C:27]=1[F:28]. No catalyst specified. The product is [F:21][C:22]1[CH:23]=[C:24]([S:29]([C:4]2([CH2:7][O:8][C:9]3[CH:18]=[CH:17][CH:16]=[C:15]4[C:10]=3[C:11]([NH2:20])=[N:12][C:13]([NH2:19])=[N:14]4)[CH2:5][CH2:6][NH:1][CH2:2][CH2:3]2)(=[O:30])=[O:31])[CH:25]=[CH:26][C:27]=1[F:28]. The yield is 0.990. (6) The reactants are Cl[C:2]1[N:10]=[C:9]2[C:5]([N:6]=[C:7]([CH2:12][N:13]3[CH2:16][CH:15]([CH:17]4[CH2:22][CH2:21][O:20][CH2:19][CH2:18]4)[CH2:14]3)[N:8]2[CH3:11])=[C:4]([N:23]2[CH2:28][CH2:27][O:26][CH2:25][CH2:24]2)[N:3]=1.[CH3:29][C:30]1[NH:31][C:32]2[CH:38]=[CH:37][CH:36]=[CH:35][C:33]=2[N:34]=1.CC(C1C=C(C(C)C)C(C2C=CC=CC=2P(C2CCCCC2)C2CCCCC2)=C(C(C)C)C=1)C.C([O-])([O-])=O.[Cs+].[Cs+]. The catalyst is O1CCOCC1.C1C=CC(/C=C/C(/C=C/C2C=CC=CC=2)=O)=CC=1.C1C=CC(/C=C/C(/C=C/C2C=CC=CC=2)=O)=CC=1.C1C=CC(/C=C/C(/C=C/C2C=CC=CC=2)=O)=CC=1.[Pd].[Pd]. The product is [CH3:11][N:8]1[C:7]([CH2:12][N:13]2[CH2:14][CH:15]([CH:17]3[CH2:18][CH2:19][O:20][CH2:21][CH2:22]3)[CH2:16]2)=[N:6][C:5]2[C:9]1=[N:10][C:2]([N:31]1[C:32]3[CH:38]=[CH:37][CH:36]=[CH:35][C:33]=3[N:34]=[C:30]1[CH3:29])=[N:3][C:4]=2[N:23]1[CH2:24][CH2:25][O:26][CH2:27][CH2:28]1. The yield is 0.750.